Dataset: Full USPTO retrosynthesis dataset with 1.9M reactions from patents (1976-2016). Task: Predict the reactants needed to synthesize the given product. (1) Given the product [Cl:19][C:17]1[CH:18]=[C:13]([C:12]2[N:8]([C:4]3[CH:5]=[CH:6][CH:7]=[C:2]([Cl:1])[CH:3]=3)[N:9]=[C:10]([C:21]([N:45]3[CH2:49][C:48](=[O:50])[NH:47][CH2:46]3)=[O:23])[CH:11]=2)[CH:14]=[N:15][C:16]=1[F:20], predict the reactants needed to synthesize it. The reactants are: [Cl:1][C:2]1[CH:3]=[C:4]([N:8]2[C:12]([C:13]3[CH:14]=[N:15][C:16]([F:20])=[C:17]([Cl:19])[CH:18]=3)=[CH:11][C:10]([C:21]([OH:23])=O)=[N:9]2)[CH:5]=[CH:6][CH:7]=1.ClC1C=C(C2N(C3C=CC=CN=3)N=C(C([N:45]3[CH2:49][C:48](=[O:50])[NH:47][CH2:46]3)=O)C=2)C=C(F)C=1.Cl.N1C=CNC1=O. (2) Given the product [Cl:3][C:4]1[CH:5]=[C:6]([CH:11]([OH:13])[CH3:12])[CH:7]=[N:8][C:9]=1[Cl:10], predict the reactants needed to synthesize it. The reactants are: [BH4-].[Na+].[Cl:3][C:4]1[CH:5]=[C:6]([C:11](=[O:13])[CH3:12])[CH:7]=[N:8][C:9]=1[Cl:10]. (3) Given the product [Cl:1][C:2]1[N:10]=[C:9]2[C:5]([N:6]=[C:7]([I:34])[N:8]2[CH3:11])=[C:4]([N:12]2[CH2:17][CH2:16][O:15][CH2:14][CH2:13]2)[N:3]=1, predict the reactants needed to synthesize it. The reactants are: [Cl:1][C:2]1[N:10]=[C:9]2[C:5]([N:6]=[CH:7][N:8]2[CH3:11])=[C:4]([N:12]2[CH2:17][CH2:16][O:15][CH2:14][CH2:13]2)[N:3]=1.CN(CCN(C)C)C.[Li]CCCC.ClCC[I:34]. (4) Given the product [OH:11][CH2:10][CH2:9][C:7]1[CH:8]=[C:3]([CH:4]=[CH:5][C:6]=1[C:12]([F:15])([F:14])[F:13])[CH2:2][N:41]1[CH2:42][CH2:43][C:37]2([O:36][CH2:35][CH2:34][N:33]([C:31]([C:29]3[N:30]=[C:26]([CH:23]([CH3:24])[CH3:25])[S:27][CH:28]=3)=[O:32])[CH2:38]2)[CH2:39][CH2:40]1, predict the reactants needed to synthesize it. The reactants are: Br[CH2:2][C:3]1[CH:4]=[CH:5][C:6]([C:12]([F:15])([F:14])[F:13])=[C:7]([CH2:9][CH2:10][OH:11])[CH:8]=1.FC(F)(F)C(O)=O.[CH:23]([C:26]1[S:27][CH:28]=[C:29]([C:31]([N:33]2[CH2:38][C:37]3([CH2:43][CH2:42][NH:41][CH2:40][CH2:39]3)[O:36][CH2:35][CH2:34]2)=[O:32])[N:30]=1)([CH3:25])[CH3:24]. (5) Given the product [ClH:30].[ClH:30].[ClH:30].[N:17]1([CH2:16][CH2:15][CH2:14][CH2:13][NH:12][C:10]([C:2]2[NH:1][C:9]3[CH:8]=[CH:7][N:6]=[CH:5][C:4]=3[CH:3]=2)=[O:11])[CH2:22][CH2:21][NH:20][CH2:19][CH2:18]1, predict the reactants needed to synthesize it. The reactants are: [NH:1]1[C:9]2[CH:8]=[CH:7][N:6]=[CH:5][C:4]=2[CH:3]=[C:2]1[C:10]([NH:12][CH2:13][CH2:14][CH2:15][CH2:16][N:17]1[CH2:22][CH2:21][N:20](C(OC(C)(C)C)=O)[CH2:19][CH2:18]1)=[O:11].[ClH:30].O1CCOCC1.